From a dataset of Reaction yield outcomes from USPTO patents with 853,638 reactions. Predict the reaction yield, written as a fraction of the theoretical maximum amount of product (1.0 means a 100% yield; for example, 0.34 means a 34% yield). (1) The reactants are [NH2:1][C@@H:2]([C@@H:7]([O:18][Si:19]([C:22]([CH3:25])([CH3:24])[CH3:23])([CH3:21])[CH3:20])[C:8]1[CH:13]=[CH:12][C:11]([C:14]([F:17])([F:16])[F:15])=[CH:10][CH:9]=1)[C:3]([O:5][CH3:6])=[O:4].[C:26](O[C:26]([O:28][C:29]([CH3:32])([CH3:31])[CH3:30])=[O:27])([O:28][C:29]([CH3:32])([CH3:31])[CH3:30])=[O:27].O.C(=O)([O-])[O-].[Na+].[Na+]. The catalyst is C1COCC1. The product is [C:29]([O:28][C:26]([NH:1][C@@H:2]([C@@H:7]([O:18][Si:19]([C:22]([CH3:25])([CH3:24])[CH3:23])([CH3:21])[CH3:20])[C:8]1[CH:13]=[CH:12][C:11]([C:14]([F:16])([F:17])[F:15])=[CH:10][CH:9]=1)[C:3]([O:5][CH3:6])=[O:4])=[O:27])([CH3:32])([CH3:31])[CH3:30]. The yield is 1.00. (2) The reactants are [C:1]1([S:7]([N:10]2[CH2:15][CH2:14][CH:13]([CH2:16][C:17]3[CH:22]=[CH:21][C:20]([NH2:23])=[CH:19][CH:18]=3)[CH2:12][CH2:11]2)(=[O:9])=[O:8])[CH:6]=[CH:5][CH:4]=[CH:3][CH:2]=1.S(O)(O)(=O)=O.Cl[C:30]1[NH:31][CH2:32][CH2:33][N:34]=1. The catalyst is CC(O)C. The product is [C:1]1([S:7]([N:10]2[CH2:15][CH2:14][CH:13]([CH2:16][C:17]3[CH:18]=[CH:19][C:20]([NH:23][C:30]4[NH:34][CH2:33][CH2:32][N:31]=4)=[CH:21][CH:22]=3)[CH2:12][CH2:11]2)(=[O:8])=[O:9])[CH:6]=[CH:5][CH:4]=[CH:3][CH:2]=1. The yield is 0.890. (3) The reactants are [NH2:1][C:2]1[N:3]([CH3:20])[C:4](=[O:19])[C:5]2([C:15]3[C:10](=[CH:11][CH:12]=[C:13](Br)[CH:14]=3)[O:9][C:8]([CH3:18])([CH3:17])[CH2:7]2)[N:6]=1.[C:21]([C:23]1[CH:24]=[C:25](B(O)O)[CH:26]=[CH:27][CH:28]=1)#[N:22].C([O-])([O-])=O.[Na+].[Na+]. The catalyst is CC1C=CC=CC=1C.C1C=CC([P]([Pd]([P](C2C=CC=CC=2)(C2C=CC=CC=2)C2C=CC=CC=2)([P](C2C=CC=CC=2)(C2C=CC=CC=2)C2C=CC=CC=2)[P](C2C=CC=CC=2)(C2C=CC=CC=2)C2C=CC=CC=2)(C2C=CC=CC=2)C2C=CC=CC=2)=CC=1. The product is [NH2:1][C:2]1[N:3]([CH3:20])[C:4](=[O:19])[C:5]2([C:15]3[C:10](=[CH:11][CH:12]=[C:13]([C:27]4[CH:28]=[C:23]([CH:24]=[CH:25][CH:26]=4)[C:21]#[N:22])[CH:14]=3)[O:9][C:8]([CH3:18])([CH3:17])[CH2:7]2)[N:6]=1. The yield is 0.150. (4) The reactants are [CH:1]#[C:2][CH2:3][CH2:4][CH2:5][CH2:6][CH2:7][C:8]#[C:9][C:10]#[C:11][CH2:12][CH2:13][CH2:14][CH2:15][CH2:16][CH2:17][CH2:18][CH3:19].[I:20]I. The catalyst is C1COCC1. The product is [I:20][C:1]#[C:2][CH2:3][CH2:4][CH2:5][CH2:6][CH2:7][C:8]#[C:9][C:10]#[C:11][CH2:12][CH2:13][CH2:14][CH2:15][CH2:16][CH2:17][CH2:18][CH3:19]. The yield is 0.790. (5) The reactants are [O:1]1[CH2:6][CH2:5][N:4]([CH2:7][C:8]([NH:10][C:11]2[N:16]=[CH:15][C:14](/[CH:17]=[CH:18]/[C:19]([O:21]C(C)(C)C)=[O:20])=[CH:13][CH:12]=2)=[O:9])[CH2:3][CH2:2]1.FC(F)(F)C(O)=O. The catalyst is C(Cl)Cl. The product is [O:1]1[CH2:6][CH2:5][N:4]([CH2:7][C:8]([NH:10][C:11]2[N:16]=[CH:15][C:14](/[CH:17]=[CH:18]/[C:19]([OH:21])=[O:20])=[CH:13][CH:12]=2)=[O:9])[CH2:3][CH2:2]1. The yield is 0.870. (6) The catalyst is CO.C(Cl)Cl.[Pd]. The product is [C:17]1([CH:12]2[C:11]3([CH2:10][CH2:9][NH:8][CH2:24][CH2:23]3)[C:15](=[O:16])[NH:14][CH2:13]2)[CH:18]=[CH:19][CH:20]=[CH:21][CH:22]=1. The yield is 0.630. The reactants are C([N:8]1[CH2:24][CH2:23][C:11]2([C:15](=[O:16])[NH:14][CH2:13][CH:12]2[C:17]2[CH:22]=[CH:21][CH:20]=[CH:19][CH:18]=2)[CH2:10][CH2:9]1)C1C=CC=CC=1. (7) The reactants are Br[C:2]1[CH:3]=[C:4]2[O:10][C:9](=[O:11])[NH:8][C:5]2=[N:6][CH:7]=1.[C:12]([O:16][C:17]([CH3:20])([CH3:19])[CH3:18])(=[O:15])[CH:13]=[CH2:14].C1(C)C=CC=CC=1P(C1C=CC=CC=1C)C1C=CC=CC=1C.C(N(CC)C(C)C)(C)C. The catalyst is CN(C)C=O.C(#N)CC.C([O-])(=O)C.[Pd+2].C([O-])(=O)C. The product is [C:17]([O:16][C:12](=[O:15])/[CH:13]=[CH:14]/[C:2]1[CH:3]=[C:4]2[O:10][C:9](=[O:11])[NH:8][C:5]2=[N:6][CH:7]=1)([CH3:20])([CH3:19])[CH3:18]. The yield is 0.230. (8) The yield is 0.904. The product is [C:1]([O:5][C:6]([NH:8][NH:9][CH2:10][C:11]1[CH:12]=[C:13]2[C:17](=[CH:18][CH:19]=1)[NH:16][CH:15]=[C:14]2[CH2:20][CH2:21][N:22]([CH3:24])[CH3:23])=[O:7])([CH3:4])([CH3:3])[CH3:2]. The catalyst is [Pd].C(O)C. The reactants are [C:1]([O:5][C:6]([NH:8][N:9]=[CH:10][C:11]1[CH:12]=[C:13]2[C:17](=[CH:18][CH:19]=1)[NH:16][CH:15]=[C:14]2[CH2:20][CH2:21][N:22]([CH3:24])[CH3:23])=[O:7])([CH3:4])([CH3:3])[CH3:2]. (9) The product is [C:59]([O:58][C:56](=[O:57])[C@@H:50]([NH:49][C:9](=[O:8])[CH2:10][CH2:11][CH:12]([C:13]([O:15][C:16]([CH3:19])([CH3:18])[CH3:17])=[O:14])[NH:20][C:21](=[O:47])[CH2:22][CH2:23][CH2:24][CH2:25][CH2:26][CH2:27][CH2:28][CH2:29][CH2:30][CH2:31][CH2:32][CH2:33][CH2:34][CH2:35][CH2:36][CH2:37][CH2:38][CH2:39][C:40]([O:42][C:43]([CH3:44])([CH3:45])[CH3:46])=[O:41])[CH2:51][CH2:52][C:53]([OH:54])=[O:55])([CH3:62])([CH3:61])[CH3:60]. The reactants are O=C1CCC(=O)N1[O:8][C:9](=O)[CH2:10][CH2:11][C@H:12]([NH:20][C:21](=[O:47])[CH2:22][CH2:23][CH2:24][CH2:25][CH2:26][CH2:27][CH2:28][CH2:29][CH2:30][CH2:31][CH2:32][CH2:33][CH2:34][CH2:35][CH2:36][CH2:37][CH2:38][CH2:39][C:40]([O:42][C:43]([CH3:46])([CH3:45])[CH3:44])=[O:41])[C:13]([O:15][C:16]([CH3:19])([CH3:18])[CH3:17])=[O:14].[NH2:49][C@H:50]([C:56]([O:58][C:59]([CH3:62])([CH3:61])[CH3:60])=[O:57])[CH2:51][CH2:52][C:53](=[O:55])[OH:54].CCN(C(C)C)C(C)C. The catalyst is C1COCC1.O. The yield is 0.610. (10) The reactants are [Br:1][C:2]1[C:3](=[O:19])[NH:4][C:5](C)=[CH:6][C:7]=1[O:8][CH2:9][C:10]1[CH:15]=[CH:14][C:13](F)=[CH:12][C:11]=1F.[F-].[Cs+].C(O[Si](OCC)(OCC)OCC)C.[C:35]([O:39][CH2:40][CH3:41])(=[O:38])[CH:36]=[CH2:37]. The catalyst is O1CCCC1. The product is [CH2:9]([O:8][C:7]1[CH:6]=[CH:5][N:4]([CH2:37][CH2:36][C:35]([O:39][CH2:40][CH3:41])=[O:38])[C:3](=[O:19])[C:2]=1[Br:1])[C:10]1[CH:11]=[CH:12][CH:13]=[CH:14][CH:15]=1. The yield is 0.920.